Dataset: Full USPTO retrosynthesis dataset with 1.9M reactions from patents (1976-2016). Task: Predict the reactants needed to synthesize the given product. (1) The reactants are: [F:1][C:2]([F:27])([F:26])[O:3][C:4]1[CH:9]=[CH:8][C:7]([NH:10][C:11]2[N:16]=[CH:15][N:14]=[C:13]([C:17]3[CH:25]=[CH:24][C:20]([C:21]([OH:23])=O)=[CH:19][CH:18]=3)[N:12]=2)=[CH:6][CH:5]=1.[CH3:28][N:29]([CH3:33])[CH2:30][CH2:31][NH2:32].CN(C(ON1N=NC2C=CC=NC1=2)=[N+](C)C)C.F[P-](F)(F)(F)(F)F.CCN(C(C)C)C(C)C. Given the product [CH3:28][N:29]([CH3:33])[CH2:30][CH2:31][NH:32][C:21](=[O:23])[C:20]1[CH:19]=[CH:18][C:17]([C:13]2[N:12]=[C:11]([NH:10][C:7]3[CH:8]=[CH:9][C:4]([O:3][C:2]([F:27])([F:1])[F:26])=[CH:5][CH:6]=3)[N:16]=[CH:15][N:14]=2)=[CH:25][CH:24]=1, predict the reactants needed to synthesize it. (2) Given the product [CH2:1]([C:3]1[C:12]2[C:7](=[CH:8][C:9]([O:22][CH3:23])=[C:10](/[C:13](/[CH3:21])=[C:14](/[F:20])\[CH2:15][OH:16])[CH:11]=2)[O:6][C:5]([CH3:24])([CH3:25])[CH:4]=1)[CH3:2], predict the reactants needed to synthesize it. The reactants are: [CH2:1]([C:3]1[C:12]2[C:7](=[CH:8][C:9]([O:22][CH3:23])=[C:10](/[C:13](/[CH3:21])=[C:14](/[F:20])\[C:15](OCC)=[O:16])[CH:11]=2)[O:6][C:5]([CH3:25])([CH3:24])[CH:4]=1)[CH3:2].[H-].C([Al+]CC(C)C)C(C)C. (3) Given the product [NH2:1][CH2:2][C:3]1([NH:7][CH2:8][C:9]2[CH:14]=[CH:13][CH:12]=[CH:11][CH:10]=2)[CH2:6][O:5][CH2:4]1, predict the reactants needed to synthesize it. The reactants are: [NH2:1][CH2:2][C:3]1([N:7](CC2C=CC=CC=2)[CH2:8][C:9]2[CH:14]=[CH:13][CH:12]=[CH:11][CH:10]=2)[CH2:6][O:5][CH2:4]1. (4) The reactants are: S(Cl)(Cl)=O.[C:5]([O:8][CH2:9][C:10]([CH3:40])([CH3:39])[CH2:11][N:12]1[C:18]2[CH:19]=[CH:20][C:21]([Cl:23])=[CH:22][C:17]=2[C@@H:16]([C:24]2[CH:29]=[CH:28][CH:27]=C(OC)C=2OC)[O:15][C@H:14]([CH2:34][C:35](O)=[O:36])[C:13]1=[O:38])(=[O:7])[CH3:6].Cl.[NH2:42][C:43]1[CH:44]=[C:45]([C:53]([O:55][CH2:56][CH3:57])=[O:54])[C:46]2[C:51]([CH:52]=1)=[CH:50][CH:49]=[CH:48][CH:47]=2.[CH2:58](N(CC)CC)C. Given the product [C:5]([O:8][CH2:9][C:10]([CH3:39])([CH3:40])[CH2:11][N:12]1[C:18]2[CH:19]=[CH:20][C:21]([Cl:23])=[CH:22][C:17]=2[C@H:16]([CH2:24][CH:29]([CH3:58])[CH2:28][CH3:27])[O:15][C@H:14]([CH2:34][C:35]([NH:42][C:43]2[CH:44]=[C:45]([C:53]([O:55][CH2:56][CH3:57])=[O:54])[C:46]3[C:51]([CH:52]=2)=[CH:50][CH:49]=[CH:48][CH:47]=3)=[O:36])[C:13]1=[O:38])(=[O:7])[CH3:6], predict the reactants needed to synthesize it. (5) Given the product [CH2:1]([O:3][C:4]([C:5]1[CH:10]=[C:9]2[C:8](=[CH:7][CH:6]=1)[NH:11][CH:12]([C:13]1[CH:18]=[C:17]([F:19])[CH:16]=[CH:15][C:14]=1[CH3:20])[C:49]([CH3:51])([CH3:50])[CH:48]2[OH:52])=[O:21])[CH3:2], predict the reactants needed to synthesize it. The reactants are: [CH2:1]([O:3][C:4](=[O:21])[C:5]1[CH:10]=[CH:9][C:8]([N:11]=[CH:12][C:13]2[CH:18]=[C:17]([F:19])[CH:16]=[CH:15][C:14]=2[CH3:20])=[CH:7][CH:6]=1)[CH3:2].O.[O-]S(C(F)(F)F)(=O)=O.[Yb+3].[O-]S(C(F)(F)F)(=O)=O.[O-]S(C(F)(F)F)(=O)=O.[CH:48](=[O:52])[CH:49]([CH3:51])[CH3:50].O. (6) Given the product [NH2:21][C:20]1[N:19]2[N:22]=[CH:23][C:24]([C:25]3[CH:30]=[CH:29][C:28]([N:31]4[CH2:32][CH2:33][N:34]([CH3:37])[CH2:35][CH2:36]4)=[CH:27][CH:26]=3)=[C:18]2[N:17]=[C:16]([CH2:38][O:39][CH3:40])[C:15]=1[C:12]1[CH:11]=[CH:10][C:9]([OH:8])=[CH:14][CH:13]=1, predict the reactants needed to synthesize it. The reactants are: C([O:8][C:9]1[CH:14]=[CH:13][C:12]([C:15]2[C:16]([CH2:38][O:39][CH3:40])=[N:17][C:18]3[N:19]([N:22]=[CH:23][C:24]=3[C:25]3[CH:30]=[CH:29][C:28]([N:31]4[CH2:36][CH2:35][N:34]([CH3:37])[CH2:33][CH2:32]4)=[CH:27][CH:26]=3)[C:20]=2[NH2:21])=[CH:11][CH:10]=1)C1C=CC=CC=1.C1COCC1.[H][H]. (7) Given the product [C:8]([C:1]([C:2]1[CH:7]=[CH:6][CH:5]=[CH:4][CH:3]=1)=[C:30]1[CH2:31][CH2:32][N:27]([C:20]([O:22][C:23]([CH3:26])([CH3:25])[CH3:24])=[O:21])[CH2:28][CH2:29]1)#[N:9], predict the reactants needed to synthesize it. The reactants are: [CH2:1]([C:8]#[N:9])[C:2]1[CH:7]=[CH:6][CH:5]=[CH:4][CH:3]=1.C[Si]([N-][Si](C)(C)C)(C)C.[Na+].[C:20]([N:27]1[CH2:32][CH2:31][C:30](=O)[CH2:29][CH2:28]1)([O:22][C:23]([CH3:26])([CH3:25])[CH3:24])=[O:21]. (8) Given the product [CH3:38][N:39]1[CH:43]=[C:42]([C:8]2[C:9]([CH2:31][N:32]3[CH2:33][CH2:34][O:35][CH2:36][CH2:37]3)=[CH:10][C:11]([O:23][CH2:24][C:25]3[CH:26]=[CH:27][CH:28]=[CH:29][CH:30]=3)=[C:12]([CH:22]=2)[C:13]([NH:15][C:16]2[CH:21]=[CH:20][N:19]=[N:18][CH:17]=2)=[O:14])[CH:41]=[N:40]1, predict the reactants needed to synthesize it. The reactants are: C([O-])([O-])=O.[Na+].[Na+].Br[C:8]1[C:9]([CH2:31][N:32]2[CH2:37][CH2:36][O:35][CH2:34][CH2:33]2)=[CH:10][C:11]([O:23][CH2:24][C:25]2[CH:30]=[CH:29][CH:28]=[CH:27][CH:26]=2)=[C:12]([CH:22]=1)[C:13]([NH:15][C:16]1[CH:21]=[CH:20][N:19]=[N:18][CH:17]=1)=[O:14].[CH3:38][N:39]1[CH:43]=[C:42](B(O)O)[CH:41]=[N:40]1. (9) Given the product [O:1]1[CH2:2][CH2:3][N:4]([CH2:7][CH2:8][O:9][C:10]2[CH:11]=[C:12]([CH:17]=[C:18]([O:20][C:21]([F:23])([F:24])[F:22])[CH:19]=2)[C:13]([OH:15])=[O:14])[CH2:5][CH2:6]1, predict the reactants needed to synthesize it. The reactants are: [O:1]1[CH2:6][CH2:5][N:4]([CH2:7][CH2:8][O:9][C:10]2[CH:11]=[C:12]([CH:17]=[C:18]([O:20][C:21]([F:24])([F:23])[F:22])[CH:19]=2)[C:13]([O:15]C)=[O:14])[CH2:3][CH2:2]1.C1COCC1.[OH-].[Na+].